From a dataset of Experimentally validated miRNA-target interactions with 360,000+ pairs, plus equal number of negative samples. Binary Classification. Given a miRNA mature sequence and a target amino acid sequence, predict their likelihood of interaction. (1) The miRNA is hsa-miR-6782-3p with sequence CACCUUUGUGUCCCCAUCCUGCA. The protein sequence of the target gene is MENLKSGVYPLKEASGCPGADRNLLVYSFYEKGPLTFRDVAIEFSLEEWQCLDTAQQDLYRKVMLENYRNLVFLAGIAVSKPDLITCLEQGKEPWNMKRHAMVDQPPVTYSHFAQDLWPEQGIKDSFQEVILRRYGKCGHEDLQLRTGCKSVDECNLHKECYDELNQCLTTTQSEIFQYDKYVNVFYKFSNPNIQKIRHTGKKPFKCKKCDKSFCMLLHLTQHKRIHIRENSYQCEECGKVFNWFSTLTRHRRIHTGEKPYKCEQCGKAFKQSSTLTTHKIIHTGEKPYRCEECGKTFNR.... Result: 0 (no interaction). (2) The miRNA is kshv-miR-K12-5-3p with sequence UAGGAUGCCUGGAACUUGCCGGU. The protein sequence of the target gene is MSGTILENLSGRKLSILVATLLLCQVLCFLLGGLYAPLPAGHVTVLGSLCREDHARQNDTSFLLYSRGAGACIPVTREEVEQDSTKMANELVHVFQMPLPRDLRDLDYSRWQQNLIGVLQVEFGYDSSSELREPPRELQLTIDMRLAYRNKGDPDNGWKLYAHGVEHRYLDCVTSHVGPTETLYSCDMIPLFELGALHHSFYLLNLRFPLDTPSQMNLQFGHMHDLTLTAIHQNGGFTQIWLLLKTMLFPFVVGIMIWFWRRVHLLQRSPALLEYMLIYLGAALTFLNLPLEYLSLVYEM.... Result: 0 (no interaction).